From a dataset of Forward reaction prediction with 1.9M reactions from USPTO patents (1976-2016). Predict the product of the given reaction. (1) The product is: [CH3:41][C:36]1[C:35]([C:19]2[CH:20]=[CH:21][CH:22]=[C:23]3[C:18]=2[CH2:17][CH2:16][C@H:15]3[O:14][C:12]2[CH:11]=[CH:10][C:9]3[C@H:5]([CH2:4][C:3]([OH:2])=[O:33])[CH2:6][O:7][C:8]=3[CH:13]=2)=[C:39]([CH3:40])[O:38][N:37]=1. Given the reactants C[O:2][C:3](=[O:33])[CH2:4][C@H:5]1[C:9]2[CH:10]=[CH:11][C:12]([O:14][C@H:15]3[C:23]4[C:18](=[C:19](B5OC(C)(C)C(C)(C)O5)[CH:20]=[CH:21][CH:22]=4)[CH2:17][CH2:16]3)=[CH:13][C:8]=2[O:7][CH2:6]1.I[C:35]1[C:36]([CH3:41])=[N:37][O:38][C:39]=1[CH3:40], predict the reaction product. (2) The product is: [NH2:19][C:14]1[CH:15]=[CH:16][CH:17]=[CH:18][C:13]=1[C:11]([C:8]1[CH:9]=[CH:10][C:5]([O:4][CH2:3][O:2][CH3:1])=[CH:6][CH:7]=1)=[O:12]. Given the reactants [CH3:1][O:2][CH2:3][O:4][C:5]1[CH:10]=[CH:9][C:8]([C:11]([C:13]2[CH:18]=[CH:17][CH:16]=[CH:15][C:14]=2[N+:19]([O-])=O)=[O:12])=[CH:7][CH:6]=1, predict the reaction product. (3) Given the reactants C1(N)C(F)=C(F)C(F)=C(N)C=1F.Cl.Cl.[NH:15]1[C:23]2[C:18](=[CH:19][CH:20]=[CH:21][CH:22]=2)[C:17](/[CH:24]=[CH:25]/[C:26]2[CH:39]=[CH:38][C:29]([C:30]([N:32]3[CH2:37][CH2:36][NH:35][CH2:34][CH2:33]3)=[O:31])=[CH:28][CH:27]=2)=[N:16]1.CN1CCOCC1.Cl.C(N=C=NCCCN(C)C)C.O.ON1C2C=CC=CC=2N=N1.[C:70]([N:73]([CH2:75][C:76](O)=[O:77])[CH3:74])(=[O:72])[CH3:71], predict the reaction product. The product is: [C:70]([N:73]([CH2:75][C:76]([N:35]1[CH2:36][CH2:37][N:32]([C:30](=[O:31])[C:29]2[CH:28]=[CH:27][C:26](/[CH:25]=[CH:24]/[C:17]3[C:18]4[C:23](=[CH:22][CH:21]=[CH:20][CH:19]=4)[NH:15][N:16]=3)=[CH:39][CH:38]=2)[CH2:33][CH2:34]1)=[O:77])[CH3:74])(=[O:72])[CH3:71].